Dataset: Buchwald-Hartwig C-N cross coupling reaction yields with 55,370 reactions. Task: Predict the reaction yield, written as a fraction of the theoretical maximum amount of product (1.0 means a 100% yield; for example, 0.34 means a 34% yield). (1) The reactants are FC(F)(F)c1ccc(Br)cc1.Cc1ccc(N)cc1.O=S(=O)(O[Pd]1c2ccccc2-c2ccccc2N~1)C(F)(F)F.COc1ccc(OC)c(P(C(C)(C)C)C(C)(C)C)c1-c1c(C(C)C)cc(C(C)C)cc1C(C)C.CCN=P(N=P(N(C)C)(N(C)C)N(C)C)(N(C)C)N(C)C.CCOC(=O)c1cc(C)on1. No catalyst specified. The product is Cc1ccc(Nc2ccc(C(F)(F)F)cc2)cc1. The yield is 0.331. (2) The reactants are Brc1ccccn1.Cc1ccc(N)cc1.O=S(=O)(O[Pd]1c2ccccc2-c2ccccc2N~1)C(F)(F)F.CC(C)c1cc(C(C)C)c(-c2ccccc2P(C(C)(C)C)C(C)(C)C)c(C(C)C)c1.CN(C)C(=NC(C)(C)C)N(C)C.c1ccc(-c2cnoc2)cc1. No catalyst specified. The product is Cc1ccc(Nc2ccccn2)cc1. The yield is 0.846.